From a dataset of NCI-60 drug combinations with 297,098 pairs across 59 cell lines. Regression. Given two drug SMILES strings and cell line genomic features, predict the synergy score measuring deviation from expected non-interaction effect. (1) Drug 1: C1=CC=C(C(=C1)C(C2=CC=C(C=C2)Cl)C(Cl)Cl)Cl. Drug 2: C1=NNC2=C1C(=O)NC=N2. Cell line: PC-3. Synergy scores: CSS=0.679, Synergy_ZIP=1.27, Synergy_Bliss=1.82, Synergy_Loewe=1.07, Synergy_HSA=1.28. (2) Drug 1: C1CCC(C1)C(CC#N)N2C=C(C=N2)C3=C4C=CNC4=NC=N3. Drug 2: C1=NC2=C(N1)C(=S)N=C(N2)N. Cell line: CAKI-1. Synergy scores: CSS=42.9, Synergy_ZIP=-3.16, Synergy_Bliss=-2.04, Synergy_Loewe=-10.2, Synergy_HSA=2.61. (3) Drug 1: C1=CC(=CC=C1CC(C(=O)O)N)N(CCCl)CCCl.Cl. Drug 2: CN1C2=C(C=C(C=C2)N(CCCl)CCCl)N=C1CCCC(=O)O.Cl. Cell line: SF-295. Synergy scores: CSS=6.71, Synergy_ZIP=-5.04, Synergy_Bliss=-3.09, Synergy_Loewe=-11.4, Synergy_HSA=-2.68. (4) Drug 1: C1CN1P(=S)(N2CC2)N3CC3. Drug 2: COC1=C2C(=CC3=C1OC=C3)C=CC(=O)O2. Cell line: M14. Synergy scores: CSS=12.6, Synergy_ZIP=-1.41, Synergy_Bliss=1.31, Synergy_Loewe=-6.37, Synergy_HSA=-1.74. (5) Drug 1: CC(C)CN1C=NC2=C1C3=CC=CC=C3N=C2N. Synergy scores: CSS=44.5, Synergy_ZIP=1.98, Synergy_Bliss=1.54, Synergy_Loewe=-7.91, Synergy_HSA=0.737. Drug 2: CC1CCCC2(C(O2)CC(NC(=O)CC(C(C(=O)C(C1O)C)(C)C)O)C(=CC3=CSC(=N3)C)C)C. Cell line: SNB-75. (6) Drug 1: CCN(CC)CCNC(=O)C1=C(NC(=C1C)C=C2C3=C(C=CC(=C3)F)NC2=O)C. Drug 2: CNC(=O)C1=NC=CC(=C1)OC2=CC=C(C=C2)NC(=O)NC3=CC(=C(C=C3)Cl)C(F)(F)F. Cell line: HT29. Synergy scores: CSS=59.9, Synergy_ZIP=2.58, Synergy_Bliss=3.09, Synergy_Loewe=0.215, Synergy_HSA=8.19.